Dataset: Forward reaction prediction with 1.9M reactions from USPTO patents (1976-2016). Task: Predict the product of the given reaction. (1) Given the reactants [CH3:1][N:2]1[CH2:7][CH:6]=[C:5]([C:8]2[C:16]3[C:11](=[CH:12][CH:13]=[C:14]([NH:17][C:18]([NH:20]C(=O)C4C=CC=CC=4)=[S:19])[CH:15]=3)[NH:10][CH:9]=2)[CH2:4][CH2:3]1.[OH-].[Na+], predict the reaction product. The product is: [CH3:1][N:2]1[CH2:3][CH:4]=[C:5]([C:8]2[C:16]3[C:11](=[CH:12][CH:13]=[C:14]([NH:17][C:18]([NH2:20])=[S:19])[CH:15]=3)[NH:10][CH:9]=2)[CH2:6][CH2:7]1. (2) Given the reactants [Cl:1][C:2]1[CH:3]=[C:4]([NH2:19])[CH:5]=[N:6][C:7]=1[O:8][C:9]1[CH:10]=[N:11][C:12]2[C:17]([CH:18]=1)=[CH:16][CH:15]=[CH:14][CH:13]=2.[Cl:20][C:21]1[CH:22]=[C:23]([S:28](Cl)(=O)=O)[CH:24]=[C:25]([Cl:27])[CH:26]=1, predict the reaction product. The product is: [Cl:20][C:21]1[CH:22]=[C:23]([S:28][NH:19][C:4]2[CH:5]=[N:6][C:7]([O:8][C:9]3[CH:10]=[N:11][C:12]4[C:17]([CH:18]=3)=[CH:16][CH:15]=[CH:14][CH:13]=4)=[C:2]([Cl:1])[CH:3]=2)[CH:24]=[C:25]([Cl:27])[CH:26]=1.